This data is from Forward reaction prediction with 1.9M reactions from USPTO patents (1976-2016). The task is: Predict the product of the given reaction. (1) Given the reactants [NH2:1][C:2]1[N:7]=[CH:6][C:5](/[CH:8]=[CH:9]/[C:10]([N:12]([CH2:14][C:15]2[C:23]3[C:18](=[C:19]([C:24]([O:26]C)=[O:25])[CH:20]=[CH:21][CH:22]=3)[N:17]([CH3:28])[CH:16]=2)[CH3:13])=[O:11])=[CH:4][CH:3]=1.O1CCCC1.[Li+].[OH-], predict the reaction product. The product is: [NH2:1][C:2]1[N:7]=[CH:6][C:5]([CH:8]=[CH:9][C:10]([N:12]([CH2:14][C:15]2[C:23]3[C:18](=[C:19]([C:24]([OH:26])=[O:25])[CH:20]=[CH:21][CH:22]=3)[N:17]([CH3:28])[CH:16]=2)[CH3:13])=[O:11])=[CH:4][CH:3]=1. (2) Given the reactants [Br:1][CH2:2][CH2:3][CH2:4][C:5]([OH:7])=[O:6].OS(O)(=O)=O.[CH3:13][CH:14](O)[CH3:15], predict the reaction product. The product is: [Br:1][CH2:2][CH2:3][CH2:4][C:5]([O:7][CH:14]([CH3:15])[CH3:13])=[O:6]. (3) Given the reactants N1N=C(C2C=CC=CC=2C([N:14]2[CH2:18][CH:17]3[CH2:19][N:20]([C:22]([O:24][C:25]([CH3:28])([CH3:27])[CH3:26])=[O:23])[CH2:21][CH:16]3[CH2:15]2)=O)NC=1.[N:29]1[N:30]([C:34]2[C:35]([C:40]([OH:42])=O)=[N:36][CH:37]=[CH:38][CH:39]=2)[N:31]=[CH:32][CH:33]=1.N1N=C(C2C=CC=CC=2C(O)=O)NC=1, predict the reaction product. The product is: [N:31]1[N:30]([C:34]2[C:35]([C:40]([N:14]3[CH2:18][CH:17]4[CH2:19][N:20]([C:22]([O:24][C:25]([CH3:28])([CH3:27])[CH3:26])=[O:23])[CH2:21][CH:16]4[CH2:15]3)=[O:42])=[N:36][CH:37]=[CH:38][CH:39]=2)[N:29]=[CH:33][CH:32]=1. (4) Given the reactants [OH-].[Na+].[N+](C1C=CC(C([O:12][C@H:13]2[CH2:16][C@H:15]([CH2:17][CH2:18][O:19][CH2:20][C:21]3[CH:26]=[CH:25][CH:24]=[CH:23][CH:22]=3)[CH2:14]2)=O)=CC=1)([O-])=O.CC(O)=O, predict the reaction product. The product is: [CH2:20]([O:19][CH2:18][CH2:17][C@H:15]1[CH2:14][C@H:13]([OH:12])[CH2:16]1)[C:21]1[CH:26]=[CH:25][CH:24]=[CH:23][CH:22]=1. (5) Given the reactants FC(F)(F)C(O)=O.C([SiH](CC)CC)C.[CH2:15]([CH:17]1[O:22][C:21]2[CH:23]=[C:24]([C:27]3[CH:28]=[N:29][C:30]([N:33]4[CH2:37][CH2:36][CH:35]([CH2:38][C:39]([O:41]CCCC)=[O:40])[CH2:34]4)=[N:31][CH:32]=3)[CH:25]=[CH:26][C:20]=2[N:19]([C:46](=[O:54])[NH:47][C:48]2[CH:53]=[CH:52][CH:51]=[CH:50][CH:49]=2)[CH2:18]1)[CH3:16], predict the reaction product. The product is: [CH2:15]([CH:17]1[O:22][C:21]2[CH:23]=[C:24]([C:27]3[CH:28]=[N:29][C:30]([N:33]4[CH2:37][CH2:36][CH:35]([CH2:38][C:39]([OH:41])=[O:40])[CH2:34]4)=[N:31][CH:32]=3)[CH:25]=[CH:26][C:20]=2[N:19]([C:46](=[O:54])[NH:47][C:48]2[CH:53]=[CH:52][CH:51]=[CH:50][CH:49]=2)[CH2:18]1)[CH3:16]. (6) Given the reactants [CH3:1][O:2][C:3]1[CH:14]=[CH:13][C:6]2[C:7]([CH2:10][CH2:11]I)=[CH:8][O:9][C:5]=2[CH:4]=1.N1CC=C([N:21]2[C:29]3[C:24](=[CH:25][CH:26]=[CH:27][CH:28]=3)[CH:23]=[CH:22]2)CC1.C([N:33]([CH2:37][CH3:38])[CH:34]([CH3:36])C)(C)C.[CH3:39]S(C)=O, predict the reaction product. The product is: [CH3:1][O:2][C:3]1[CH:14]=[CH:13][C:6]2[C:7]([CH2:10][CH2:11][N:33]3[CH2:34][CH:36]=[C:39]([C:23]4[C:24]5[C:29](=[CH:28][CH:27]=[CH:26][CH:25]=5)[NH:21][CH:22]=4)[CH2:38][CH2:37]3)=[CH:8][O:9][C:5]=2[CH:4]=1. (7) The product is: [CH3:11][S:10][C:7]1[NH:6][C:5](=[O:12])[C:4]([C:1]2[CH:2]=[CH:13][N:36]=[C:34]([NH:33][C:30]3[CH:29]=[CH:28][C:27]([C:25]#[N:26])=[CH:32][CH:31]=3)[N:35]=2)=[CH:9][N:8]=1. Given the reactants [C:1]([C:4]1[C:5](=[O:12])[NH:6][C:7]([S:10][CH3:11])=[N:8][CH:9]=1)(=O)[CH3:2].[C:13](OC(N(C)C)N(C)C)(C)(C)C.[C:25]([C:27]1[CH:32]=[CH:31][C:30]([NH:33][C:34]([NH2:36])=[NH:35])=[CH:29][CH:28]=1)#[N:26].C([O-])([O-])=O.[K+].[K+].Cl, predict the reaction product.